This data is from Forward reaction prediction with 1.9M reactions from USPTO patents (1976-2016). The task is: Predict the product of the given reaction. (1) Given the reactants [CH2:1]1[C@@H:8]2[C@@H:4]([CH2:5][C:6](=[O:9])[CH2:7]2)[CH2:3][C:2]1=[O:10].[CH2:11](O)[CH2:12][OH:13].CC1C=CC(S(O)(=O)=O)=CC=1.O, predict the reaction product. The product is: [CH2:1]1[C@H:8]2[C@H:4]([CH2:5][C:6](=[O:9])[CH2:7]2)[CH2:3][C:2]21[O:13][CH2:12][CH2:11][O:10]2. (2) Given the reactants [CH2:1]([C:7]1([CH2:25][CH2:26][CH2:27][CH2:28][CH2:29][CH3:30])[C:19]2[CH:18]=[C:17]3[C:20](=[O:24])[CH:21]([CH3:23])[CH2:22][C:16]3=[CH:15][C:14]=2[C:13]2[C:8]1=[CH:9][CH:10]=[CH:11][CH:12]=2)[CH2:2][CH2:3][CH2:4][CH2:5][CH3:6].[BH4-].[Na+], predict the reaction product. The product is: [CH2:25]([C:7]1([CH2:1][CH2:2][CH2:3][CH2:4][CH2:5][CH3:6])[C:19]2[CH:18]=[C:17]3[CH:20]([OH:24])[CH:21]([CH3:23])[CH2:22][C:16]3=[CH:15][C:14]=2[C:13]2[C:8]1=[CH:9][CH:10]=[CH:11][CH:12]=2)[CH2:26][CH2:27][CH2:28][CH2:29][CH3:30]. (3) Given the reactants [OH:1][CH:2]([C:22]1[CH:23]=[CH:24][C:25]2[O:30][CH2:29][C:28](=[O:31])[NH:27][C:26]=2[CH:32]=1)[CH2:3][CH2:4][N:5]1[CH2:10][CH2:9][N:8]([C:11]2[CH:20]=[CH:19][CH:18]=[C:17]3[C:12]=2[CH:13]=[CH:14][C:15]([CH3:21])=[N:16]3)[CH2:7][CH2:6]1.[CH3:33]O, predict the reaction product. The product is: [CH3:33][O:1][CH:2]([C:22]1[CH:23]=[CH:24][C:25]2[O:30][CH2:29][C:28](=[O:31])[NH:27][C:26]=2[CH:32]=1)[CH2:3][CH2:4][N:5]1[CH2:6][CH2:7][N:8]([C:11]2[CH:20]=[CH:19][CH:18]=[C:17]3[C:12]=2[CH:13]=[CH:14][C:15]([CH3:21])=[N:16]3)[CH2:9][CH2:10]1. (4) Given the reactants C([O:3][C:4](=[O:29])[CH2:5][C:6]1[CH:11]=[CH:10][CH:9]=[C:8]([CH2:12][N:13]([CH2:18][C:19]2[C:28]3[O:27][CH2:26][CH2:25][O:24][C:23]=3[CH:22]=[CH:21][CH:20]=2)[S:14]([CH3:17])(=[O:16])=[O:15])[CH:7]=1)C.[OH-].[Na+], predict the reaction product. The product is: [O:24]1[C:23]2[CH:22]=[CH:21][CH:20]=[C:19]([CH2:18][N:13]([CH2:12][C:8]3[CH:7]=[C:6]([CH2:5][C:4]([OH:29])=[O:3])[CH:11]=[CH:10][CH:9]=3)[S:14]([CH3:17])(=[O:15])=[O:16])[C:28]=2[O:27][CH2:26][CH2:25]1.